Task: Predict which catalyst facilitates the given reaction.. Dataset: Catalyst prediction with 721,799 reactions and 888 catalyst types from USPTO (1) Reactant: Cl.[N:2]1([C:6]([C:8]2[N:13]=[CH:12][C:11]([O:14][C:15]3[CH:16]=[C:17]([CH:28]=[C:29]([O:31][C@@H:32]([CH3:42])[CH2:33][O:34][Si](C(C)(C)C)(C)C)[CH:30]=3)[C:18]([NH:20][C:21]3[CH:26]=[N:25][C:24]([CH3:27])=[CH:23][N:22]=3)=[O:19])=[CH:10][CH:9]=2)=[O:7])[CH2:5][CH2:4][CH2:3]1. Product: [N:2]1([C:6]([C:8]2[N:13]=[CH:12][C:11]([O:14][C:15]3[CH:16]=[C:17]([CH:28]=[C:29]([O:31][C@@H:32]([CH3:42])[CH2:33][OH:34])[CH:30]=3)[C:18]([NH:20][C:21]3[CH:26]=[N:25][C:24]([CH3:27])=[CH:23][N:22]=3)=[O:19])=[CH:10][CH:9]=2)=[O:7])[CH2:3][CH2:4][CH2:5]1. The catalyst class is: 5. (2) Reactant: [NH2:1][C:2]1[CH:3]=[CH:4][C:5]2[NH:10][C:9](=[O:11])[O:8][C:7]([CH3:13])([CH3:12])[C:6]=2[CH:14]=1.C(N(CC)CC)C.[Cl:22][C:23]1[C:28]([Cl:29])=[CH:27][CH:26]=[CH:25][C:24]=1[S:30](Cl)(=[O:32])=[O:31]. Product: [Cl:22][C:23]1[C:28]([Cl:29])=[CH:27][CH:26]=[CH:25][C:24]=1[S:30]([NH:1][C:2]1[CH:3]=[CH:4][C:5]2[NH:10][C:9](=[O:11])[O:8][C:7]([CH3:12])([CH3:13])[C:6]=2[CH:14]=1)(=[O:32])=[O:31]. The catalyst class is: 2. (3) Reactant: Cl[C:2]1[N:7]=[C:6]2[N:8]([CH:11]([CH3:13])[CH3:12])[N:9]=[CH:10][C:5]2=[C:4]([N:14]2[CH2:19][CH2:18][O:17][CH2:16][CH2:15]2)[N:3]=1.C([O-])(O)=O.[Na+].[CH3:25][O:26][C:27]1[CH:28]=[C:29]([OH:42])[CH:30]=[C:31](B2OC(C)(C)C(C)(C)O2)[CH:32]=1. Product: [CH:11]([N:8]1[C:6]2=[N:7][C:2]([C:31]3[CH:30]=[C:29]([OH:42])[CH:28]=[C:27]([O:26][CH3:25])[CH:32]=3)=[N:3][C:4]([N:14]3[CH2:19][CH2:18][O:17][CH2:16][CH2:15]3)=[C:5]2[CH:10]=[N:9]1)([CH3:13])[CH3:12]. The catalyst class is: 70. (4) Product: [C:1]([O:6][CH:7]1[CH2:8][O:12][C:10](=[O:11])[CH2:9]1)(=[O:5])[C:2]([CH3:4])=[CH2:3]. The catalyst class is: 11. Reactant: [C:1]([O:6][CH2:7][CH:8]1[O:12][C:10](=[O:11])[CH2:9]1)(=[O:5])[C:2]([CH3:4])=[CH2:3].B(F)(F)F. (5) Reactant: O.C1(C)C=CC(S(O)(=O)=O)=CC=1.[C:13]1([C:30]2[CH:35]=[CH:34][CH:33]=[CH:32][CH:31]=2)[CH:18]=[CH:17][CH:16]=[CH:15][C:14]=1[C:19]1[CH:27]=[CH:26][CH:25]=[C:24]2[C:20]=1[CH2:21][CH:22]([CH3:29])[CH:23]2O. Product: [C:13]1([C:30]2[CH:31]=[CH:32][CH:33]=[CH:34][CH:35]=2)[CH:18]=[CH:17][CH:16]=[CH:15][C:14]=1[C:19]1[CH:27]=[CH:26][CH:25]=[C:24]2[C:20]=1[CH2:21][C:22]([CH3:29])=[CH:23]2. The catalyst class is: 11. (6) Reactant: [OH:1][C:2]1[CH:11]=[C:10]([OH:12])[CH:9]=[C:8]2[C:3]=1[C:4](=[O:19])[CH:5]=[C:6]([C:13]1[CH:18]=[CH:17][CH:16]=[CH:15][CH:14]=1)[O:7]2.[C:20](OC(=O)C)(=[O:22])[CH3:21].[CH2:27]([O:29]CC)[CH3:28]. Product: [C:20]([O:1][C:2]1[CH:11]=[C:10]([O:12][C:27](=[O:29])[CH3:28])[CH:9]=[C:8]2[C:3]=1[C:4](=[O:19])[CH:5]=[C:6]([C:13]1[CH:18]=[CH:17][CH:16]=[CH:15][CH:14]=1)[O:7]2)(=[O:22])[CH3:21]. The catalyst class is: 17. (7) Reactant: [Al+3].[Cl-].[Cl-].[Cl-].[CH3:5][C:6]1[CH:7]=[CH:8][CH:9]=[CH:10][C:11]=1[CH3:12].Br[C:14]([CH3:19])([CH3:18])[C:15](Br)=[O:16]. Product: [CH3:18][CH:14]1[CH2:19][C:9]2[C:8](=[CH:7][C:6]([CH3:5])=[C:11]([CH3:12])[CH:10]=2)[C:15]1=[O:16]. The catalyst class is: 2.